From a dataset of Full USPTO retrosynthesis dataset with 1.9M reactions from patents (1976-2016). Predict the reactants needed to synthesize the given product. Given the product [Cl:1][C:2]1[C:3]([N:12]([CH2:27][C:28]2[CH:33]=[C:32]([F:34])[CH:31]=[CH:30][C:29]=2[F:35])[S:13]([C:16]2[CH:25]=[CH:24][C:19]([C:20]([O:22][CH3:23])=[O:21])=[CH:18][CH:17]=2)(=[O:15])=[O:14])=[N:4][CH:5]=[C:6]([C:8]([F:11])([F:9])[F:10])[CH:7]=1, predict the reactants needed to synthesize it. The reactants are: [Cl:1][C:2]1[C:3]([NH:12][S:13]([C:16]2[CH:25]=[CH:24][C:19]([C:20]([O:22][CH3:23])=[O:21])=[CH:18][CH:17]=2)(=[O:15])=[O:14])=[N:4][CH:5]=[C:6]([C:8]([F:11])([F:10])[F:9])[CH:7]=1.Br[CH2:27][C:28]1[CH:33]=[C:32]([F:34])[CH:31]=[CH:30][C:29]=1[F:35].